From a dataset of Peptide-MHC class I binding affinity with 185,985 pairs from IEDB/IMGT. Regression. Given a peptide amino acid sequence and an MHC pseudo amino acid sequence, predict their binding affinity value. This is MHC class I binding data. (1) The peptide sequence is HSYLWDHQM. The MHC is HLA-B51:01 with pseudo-sequence HLA-B51:01. The binding affinity (normalized) is 0.0847. (2) The peptide sequence is ELMMTTIGVV. The MHC is HLA-A02:01 with pseudo-sequence HLA-A02:01. The binding affinity (normalized) is 0.667. (3) The peptide sequence is LSPRWYFYY. The binding affinity (normalized) is 0.322. The MHC is HLA-A31:01 with pseudo-sequence HLA-A31:01. (4) The peptide sequence is PSYQLPLPM. The MHC is HLA-B15:17 with pseudo-sequence HLA-B15:17. The binding affinity (normalized) is 0.562. (5) The peptide sequence is DFFPSVRDLL. The MHC is Patr-A0901 with pseudo-sequence Patr-A0901. The binding affinity (normalized) is 0.493. (6) The peptide sequence is DICSGLQQL. The MHC is HLA-A26:01 with pseudo-sequence HLA-A26:01. The binding affinity (normalized) is 0.0847. (7) The peptide sequence is RPPYSSYGY. The MHC is HLA-A29:02 with pseudo-sequence HLA-A29:02. The binding affinity (normalized) is 0.489. (8) The peptide sequence is THYPTQNRF. The MHC is HLA-B39:01 with pseudo-sequence HLA-B39:01. The binding affinity (normalized) is 0.477. (9) The peptide sequence is VIAFLILAK. The MHC is HLA-A11:01 with pseudo-sequence HLA-A11:01. The binding affinity (normalized) is 0.414.